Dataset: Peptide-MHC class I binding affinity with 185,985 pairs from IEDB/IMGT. Task: Regression. Given a peptide amino acid sequence and an MHC pseudo amino acid sequence, predict their binding affinity value. This is MHC class I binding data. (1) The peptide sequence is LLNSNALLR. The MHC is HLA-A68:01 with pseudo-sequence HLA-A68:01. The binding affinity (normalized) is 0.396. (2) The peptide sequence is IEFIEVVRL. The MHC is HLA-B58:01 with pseudo-sequence HLA-B58:01. The binding affinity (normalized) is 0.0847. (3) The peptide sequence is VPSGDVVRF. The MHC is HLA-A02:01 with pseudo-sequence HLA-A02:01. The binding affinity (normalized) is 0.0847.